From a dataset of Peptide-MHC class II binding affinity with 134,281 pairs from IEDB. Regression. Given a peptide amino acid sequence and an MHC pseudo amino acid sequence, predict their binding affinity value. This is MHC class II binding data. (1) The peptide sequence is ELQMSWLPLCVRLER. The MHC is DRB5_0101 with pseudo-sequence DRB5_0101. The binding affinity (normalized) is 0.787. (2) The binding affinity (normalized) is 0.475. The MHC is HLA-DPA10201-DPB10101 with pseudo-sequence HLA-DPA10201-DPB10101. The peptide sequence is STVLGFAALAAAAAF. (3) The peptide sequence is VAKLFKDYSSVVRP. The MHC is DRB1_0301 with pseudo-sequence DRB1_0301. The binding affinity (normalized) is 0. (4) The peptide sequence is ASVIPPARLFKAFVL. The MHC is DRB3_0101 with pseudo-sequence DRB3_0101. The binding affinity (normalized) is 0.316. (5) The peptide sequence is AFILDGDNLFLKV. The MHC is DRB1_0401 with pseudo-sequence DRB1_0401. The binding affinity (normalized) is 0.637. (6) The peptide sequence is GVYATRSSAVRLRSSVPGVR. The MHC is DRB1_0401 with pseudo-sequence DRB1_0401. The binding affinity (normalized) is 0.169.